This data is from Catalyst prediction with 721,799 reactions and 888 catalyst types from USPTO. The task is: Predict which catalyst facilitates the given reaction. (1) Reactant: [C:1](=O)(OC(Cl)(Cl)Cl)[O:2]C(Cl)(Cl)Cl.[NH2:13][C:14]1[CH:15]=[C:16]([CH:33]=[CH:34][C:35]=1[F:36])[O:17][C:18]1[N:23]=[C:22]2[S:24][C:25]([NH:27][C:28]([CH:30]3[CH2:32][CH2:31]3)=[O:29])=[N:26][C:21]2=[CH:20][CH:19]=1.C(N(CC)CC)C.[O:44]([CH2:51][CH2:52][NH2:53])[C:45]1[CH:50]=[CH:49][CH:48]=[CH:47][CH:46]=1. Product: [F:36][C:35]1[CH:34]=[CH:33][C:16]([O:17][C:18]2[N:23]=[C:22]3[S:24][C:25]([NH:27][C:28]([CH:30]4[CH2:32][CH2:31]4)=[O:29])=[N:26][C:21]3=[CH:20][CH:19]=2)=[CH:15][C:14]=1[NH:13][C:1](=[O:2])[NH:53][CH2:52][CH2:51][O:44][C:45]1[CH:50]=[CH:49][CH:48]=[CH:47][CH:46]=1. The catalyst class is: 253. (2) Reactant: [OH:1][CH2:2][C:3]1[CH:4]=[C:5]2[C:9](=[CH:10][CH:11]=1)[CH2:8][N:7]([C:12]([O:14][C:15]([CH3:18])([CH3:17])[CH3:16])=[O:13])[CH2:6]2.CCN(C(C)C)C(C)C.[S:28](Cl)([CH3:31])(=[O:30])=[O:29]. Product: [CH3:31][S:28]([O:1][CH2:2][C:3]1[CH:4]=[C:5]2[C:9](=[CH:10][CH:11]=1)[CH2:8][N:7]([C:12]([O:14][C:15]([CH3:18])([CH3:17])[CH3:16])=[O:13])[CH2:6]2)(=[O:30])=[O:29]. The catalyst class is: 2. (3) Reactant: Cl[C:2](Cl)([O:4]C(=O)OC(Cl)(Cl)Cl)Cl.[Br:13][C:14]1[CH:19]=[CH:18][C:17]([C@@H:20]([NH:22][CH2:23][CH2:24][C:25]([OH:32])([CH2:29][CH:30]=[CH2:31])[CH2:26][CH:27]=[CH2:28])[CH3:21])=[CH:16][CH:15]=1.C(N(C(C)C)C(C)C)C. Product: [CH2:29]([C:25]1([CH2:26][CH:27]=[CH2:28])[O:32][C:2](=[O:4])[N:22]([C@H:20]([C:17]2[CH:16]=[CH:15][C:14]([Br:13])=[CH:19][CH:18]=2)[CH3:21])[CH2:23][CH2:24]1)[CH:30]=[CH2:31]. The catalyst class is: 4.